From a dataset of Catalyst prediction with 721,799 reactions and 888 catalyst types from USPTO. Predict which catalyst facilitates the given reaction. (1) Reactant: [O:1]1[C:5]2([CH2:10][CH2:9][C:8]([C:11]3[CH:16]=[CH:15][C:14]([NH:17]C(=O)OCC4C=CC=CC=4)=[CH:13][CH:12]=3)=[CH:7][CH2:6]2)[O:4][CH2:3][CH2:2]1. Product: [O:1]1[C:5]2([CH2:6][CH2:7][CH:8]([C:11]3[CH:12]=[CH:13][C:14]([NH2:17])=[CH:15][CH:16]=3)[CH2:9][CH2:10]2)[O:4][CH2:3][CH2:2]1. The catalyst class is: 123. (2) Reactant: [CH3:1][N:2]1[CH2:7][CH2:6][N:5]([C:8]([C:10]2[NH:11][C:12]3[C:17]([CH:18]=2)=[CH:16][CH:15]=[CH:14][C:13]=3[N+:19]([O-])=O)=[O:9])[CH2:4][CH2:3]1.C([O-])=O.[NH4+]. Product: [NH2:19][C:13]1[CH:14]=[CH:15][CH:16]=[C:17]2[C:12]=1[NH:11][C:10]([C:8]([N:5]1[CH2:4][CH2:3][N:2]([CH3:1])[CH2:7][CH2:6]1)=[O:9])=[CH:18]2. The catalyst class is: 19. (3) The catalyst class is: 3. Product: [CH3:6][O:5][C:3](=[O:4])[CH2:2][N:16]1[C:15]([CH2:21][CH3:22])=[C:14]([O:13][C:12]2[CH:23]=[C:24]([Cl:26])[CH:25]=[C:10]([Cl:9])[CH:11]=2)[C:18]([CH2:19][CH3:20])=[N:17]1. Reactant: Br[CH2:2][C:3]([O:5][CH3:6])=[O:4].[H-].[Na+].[Cl:9][C:10]1[CH:11]=[C:12]([CH:23]=[C:24]([Cl:26])[CH:25]=1)[O:13][C:14]1[C:15]([CH2:21][CH3:22])=[N:16][NH:17][C:18]=1[CH2:19][CH3:20]. (4) Reactant: [CH:1]([N:4]1[CH2:19][CH2:18][C:7]2[NH:8][C:9]3[CH:10]=[CH:11][C:12]([C:15](O)=[O:16])=[CH:13][C:14]=3[C:6]=2[CH2:5]1)([CH3:3])[CH3:2].[O:20]([CH:23]1[CH2:28][CH2:27][NH:26][CH2:25][CH2:24]1)[CH2:21][CH3:22].C(N(C(C)C)CC)(C)C.CN(C(ON1N=NC2C=CC=NC1=2)=[N+](C)C)C.F[P-](F)(F)(F)(F)F. Product: [CH2:21]([O:20][CH:23]1[CH2:28][CH2:27][N:26]([C:15]([C:12]2[CH:11]=[CH:10][C:9]3[NH:8][C:7]4[CH2:18][CH2:19][N:4]([CH:1]([CH3:2])[CH3:3])[CH2:5][C:6]=4[C:14]=3[CH:13]=2)=[O:16])[CH2:25][CH2:24]1)[CH3:22]. The catalyst class is: 3. (5) Reactant: [F:1][C:2]1[CH:22]=[CH:21][C:5]([CH2:6][CH:7]2[C:16]3[C:11](=[CH:12][C:13]([O:19][CH3:20])=[CH:14][C:15]=3[O:17][CH3:18])[CH2:10][CH2:9][NH:8]2)=[CH:4][CH:3]=1.Cl[CH2:24][CH2:25][NH:26][C:27]([NH:29][C:30]1[C:39]2[C:34](=[CH:35][CH:36]=[CH:37][CH:38]=2)[N:33]=[C:32]([CH3:40])[CH:31]=1)=[O:28].N[C@H](C(O)=O)CC1C=C2C(C=CC=C2)=CC=1. Product: [F:1][C:2]1[CH:3]=[CH:4][C:5]([CH2:6][CH:7]2[C:16]3[C:11](=[CH:12][C:13]([O:19][CH3:20])=[CH:14][C:15]=3[O:17][CH3:18])[CH2:10][CH2:9][N:8]2[CH2:24][CH2:25][NH:26][C:27]([NH:29][C:30]2[C:39]3[C:34](=[CH:35][CH:36]=[CH:37][CH:38]=3)[N:33]=[C:32]([CH3:40])[CH:31]=2)=[O:28])=[CH:21][CH:22]=1. The catalyst class is: 1. (6) Reactant: O.[OH-].[Li+].[F:4][C:5]1([F:41])[O:9][C:8]2[CH:10]=[CH:11][C:12]([C:14]3([C:17]([NH:19][C@H:20]4[C:29]5[C:24](=[CH:25][C:26]([OH:30])=[CH:27][CH:28]=5)[O:23][C@@H:22]([C:31]5[CH:32]=[C:33]([CH:38]=[CH:39][CH:40]=5)[C:34]([O:36]C)=[O:35])[CH2:21]4)=[O:18])[CH2:16][CH2:15]3)=[CH:13][C:7]=2[O:6]1. The catalyst class is: 132. Product: [F:41][C:5]1([F:4])[O:9][C:8]2[CH:10]=[CH:11][C:12]([C:14]3([C:17]([NH:19][C@H:20]4[C:29]5[C:24](=[CH:25][C:26]([OH:30])=[CH:27][CH:28]=5)[O:23][C@@H:22]([C:31]5[CH:32]=[C:33]([CH:38]=[CH:39][CH:40]=5)[C:34]([OH:36])=[O:35])[CH2:21]4)=[O:18])[CH2:16][CH2:15]3)=[CH:13][C:7]=2[O:6]1. (7) Reactant: [NH2:1][C:2]1[C:7]([C:8](=[O:10])[NH2:9])=[C:6]([CH:11]2[CH2:16][CH2:15][CH2:14][N:13]([C:17]([O:19][C:20]([CH3:23])([CH3:22])[CH3:21])=[O:18])[CH2:12]2)[CH:5]=[C:4]([C:24]2[CH:29]=[CH:28][CH:27]=[CH:26][C:25]=2[O:30][CH2:31][C:32]2[CH:37]=[CH:36][CH:35]=[CH:34][CH:33]=2)[N:3]=1.C(N(CC)CC)C.Cl[C:46](Cl)([O:48]C(=O)OC(Cl)(Cl)Cl)Cl. Product: [CH2:31]([O:30][C:25]1[CH:26]=[CH:27][CH:28]=[CH:29][C:24]=1[C:4]1[CH:5]=[C:6]([CH:11]2[CH2:16][CH2:15][CH2:14][N:13]([C:17]([O:19][C:20]([CH3:23])([CH3:22])[CH3:21])=[O:18])[CH2:12]2)[C:7]2[C:8](=[O:10])[NH:9][C:46](=[O:48])[NH:1][C:2]=2[N:3]=1)[C:32]1[CH:33]=[CH:34][CH:35]=[CH:36][CH:37]=1. The catalyst class is: 1. (8) Reactant: [N+:1]([C:4]1[CH:9]=[CH:8][CH:7]=[C:6]([O:10][CH2:11][CH:12]2[CH2:14][O:13]2)[C:5]=1[NH2:15])([O-:3])=[O:2].[H-].[Na+]. Product: [N+:1]([C:4]1[C:5]2[NH:15][CH:12]([CH2:14][OH:13])[CH2:11][O:10][C:6]=2[CH:7]=[CH:8][CH:9]=1)([O-:3])=[O:2]. The catalyst class is: 3. (9) The catalyst class is: 37. Reactant: [CH3:1][N:2]1[CH2:15][CH2:14][C:5]2[NH:6][C:7]3[CH:8]=[CH:9][C:10]([CH3:13])=[CH:11][C:12]=3[C:4]=2[CH2:3]1.[CH:16]([C:18]1[CH:19]=[CH:20][C:21](=[O:24])[NH:22][CH:23]=1)=[CH2:17].[OH-].[K+]. Product: [CH3:1][N:2]1[CH2:15][CH2:14][C:5]2[N:6]([CH2:17][CH2:16][C:18]3[CH:19]=[CH:20][C:21](=[O:24])[NH:22][CH:23]=3)[C:7]3[CH:8]=[CH:9][C:10]([CH3:13])=[CH:11][C:12]=3[C:4]=2[CH2:3]1.